Dataset: Forward reaction prediction with 1.9M reactions from USPTO patents (1976-2016). Task: Predict the product of the given reaction. (1) Given the reactants [C:1]([CH2:3][NH:4][C:5]([C@@H:7]1[CH2:12][CH2:11][CH2:10][CH2:9][C@H:8]1[CH2:13]Br)=[O:6])#[N:2].C(=O)([O-])[O-].[Cs+].[Cs+].[SH:21][C:22]1[CH:27]=[CH:26][C:25]([SH:28])=[CH:24][CH:23]=1, predict the reaction product. The product is: [C:1]([CH2:3][NH:4][C:5]([C@@H:7]1[CH2:12][CH2:11][CH2:10][CH2:9][C@H:8]1[CH2:13][S:21][C:22]1[CH:27]=[CH:26][C:25]([S:28][C:25]2[CH:26]=[CH:27][C:22]([SH:21])=[CH:23][CH:24]=2)=[CH:24][CH:23]=1)=[O:6])#[N:2]. (2) Given the reactants [N:1]([C:4]1[CH:9]=[CH:8][C:7]([N+:10]([O-:12])=[O:11])=[CH:6][C:5]=1[C:13]([F:16])([F:15])[F:14])=[C:2]=[O:3].[O:17]1[CH2:22][CH2:21][N:20]([CH2:23][CH2:24][NH2:25])[CH2:19][CH2:18]1, predict the reaction product. The product is: [O:17]1[CH2:22][CH2:21][N:20]([CH2:23][CH2:24][NH:25][C:2]([NH:1][C:4]2[CH:9]=[CH:8][C:7]([N+:10]([O-:12])=[O:11])=[CH:6][C:5]=2[C:13]([F:14])([F:15])[F:16])=[O:3])[CH2:19][CH2:18]1.